This data is from Full USPTO retrosynthesis dataset with 1.9M reactions from patents (1976-2016). The task is: Predict the reactants needed to synthesize the given product. (1) Given the product [CH:13]1([CH2:12][N:11]2[CH2:10][CH2:9][C@:8]34[C:7]5[C:20]6[O:19][C@H:16]3[C@H:17]([NH:18][C:36](=[O:37])[CH2:35][C:49]3[C:50]7[C:51](=[CH:75][CH:74]=[CH:72][CH:73]=7)[CH:52]=[CH:53][CH:54]=3)[CH2:1][CH2:2][C@@:3]4([OH:25])[C@H:4]2[CH2:5][C:6]=5[CH:23]=[CH:22][C:21]=6[OH:24])[CH2:14][CH2:15]1, predict the reactants needed to synthesize it. The reactants are: [CH2:1]1[C@@H:17]([NH2:18])[C@@H:16]2[O:19][C:20]3=[C:21]([OH:24])[CH:22]=[CH:23][C:6]4=[C:7]3[C@:8]32[CH2:9][CH2:10][N:11]([CH2:12][CH:13]2[CH2:15][CH2:14]2)[C@H:4]([CH2:5]4)[C@:3]3([OH:25])[CH2:2]1.C1C=CC2C(=CC=C[C:35]=2[C:36](O)=[O:37])C=1.F[P-](F)(F)(F)(F)F.N1(O[P+](N(C)C)(N(C)C)N(C)C)[C:50]2[CH:51]=[CH:52][CH:53]=[CH:54][C:49]=2N=N1.CCN([CH:72]([CH3:74])[CH3:73])C(C)C.[CH2:75](Cl)Cl. (2) Given the product [CH:1]1([N:5]([CH3:33])[CH:6]2[CH2:11][CH2:10][CH2:9][CH2:8][CH:7]2[NH:12][C:13](=[O:30])[C:14]2[C:19]([C:20]([F:21])([F:22])[F:23])=[CH:18][C:17]([C:24]([F:25])([F:26])[F:27])=[CH:16][C:15]=2[O:28][CH3:29])[CH2:4][CH2:3][CH2:2]1, predict the reactants needed to synthesize it. The reactants are: [CH:1]1([NH:5][C@H:6]2[CH2:11][CH2:10][CH2:9][CH2:8][C@H:7]2[NH:12][C:13](=[O:30])[C:14]2[C:19]([C:20]([F:23])([F:22])[F:21])=[CH:18][C:17]([C:24]([F:27])([F:26])[F:25])=[CH:16][C:15]=2[O:28][CH3:29])[CH2:4][CH2:3][CH2:2]1.C=O.[C:33](=O)([O-])[O-].[Na+].[Na+]. (3) Given the product [O:25]1[C:26]2[CH:32]=[CH:31][CH:30]=[CH:29][C:27]=2[CH:28]=[C:24]1[C:9]1[CH:10]=[CH:11][C:12]([C:13]([O:15][C:16]([CH3:17])([CH3:18])[CH3:19])=[O:14])=[CH:20][CH:21]=1, predict the reactants needed to synthesize it. The reactants are: CC1(C)C(C)(C)OB([C:9]2[CH:21]=[CH:20][C:12]([C:13]([O:15][C:16]([CH3:19])([CH3:18])[CH3:17])=[O:14])=[CH:11][CH:10]=2)O1.Br[C:24]1[O:25][C:26]2[CH:32]=[CH:31][CH:30]=[CH:29][C:27]=2[CH:28]=1.O1CCOCC1.C(=O)([O-])[O-].[Na+].[Na+].